This data is from Catalyst prediction with 721,799 reactions and 888 catalyst types from USPTO. The task is: Predict which catalyst facilitates the given reaction. (1) Reactant: [Cl:1][C:2]1[CH:7]=[CH:6][C:5]([F:8])=[CH:4][C:3]=1[NH:9][C:10](=[O:18])[CH:11]([CH3:17])[C:12]([O:14]CC)=[O:13]. Product: [Cl:1][C:2]1[CH:7]=[CH:6][C:5]([F:8])=[CH:4][C:3]=1[NH:9][C:10](=[O:18])[CH:11]([CH3:17])[C:12]([OH:14])=[O:13]. The catalyst class is: 1. (2) Reactant: [F:1][C:2]1[C:19]([NH:20][C:21]([C:23](OC)=[O:24])=[O:22])=[C:18]([N+:27]([O-:29])=[O:28])[CH:17]=[CH:16][C:3]=1[O:4][C@@H:5]1[CH2:10][CH2:9][C@H:8]([C:11]([O:13][CH2:14][CH3:15])=[O:12])[CH2:7][CH2:6]1.O.[NH2:31][NH2:32]. Product: [F:1][C:2]1[C:19]([NH:20][C:21]([C:23]([NH:31][NH2:32])=[O:24])=[O:22])=[C:18]([N+:27]([O-:29])=[O:28])[CH:17]=[CH:16][C:3]=1[O:4][C@@H:5]1[CH2:6][CH2:7][C@H:8]([C:11]([O:13][CH2:14][CH3:15])=[O:12])[CH2:9][CH2:10]1. The catalyst class is: 8. (3) Reactant: Cl.Cl.[NH:3]1[CH2:8][CH2:7][C:6]2([O:17][C:12]3=[N:13][CH:14]=[CH:15][CH:16]=[C:11]3[C:10](=[O:18])[CH2:9]2)[CH2:5][CH2:4]1.CCN(CC)CC.[CH:26]([O:29][C:30]1[CH:38]=[CH:37][C:33]([C:34](O)=[O:35])=[CH:32][C:31]=1[CH3:39])([CH3:28])[CH3:27].CCN=C=NCCCN(C)C. Product: [CH:26]([O:29][C:30]1[CH:38]=[CH:37][C:33]([C:34]([N:3]2[CH2:4][CH2:5][C:6]3([O:17][C:12]4=[N:13][CH:14]=[CH:15][CH:16]=[C:11]4[C:10](=[O:18])[CH2:9]3)[CH2:7][CH2:8]2)=[O:35])=[CH:32][C:31]=1[CH3:39])([CH3:28])[CH3:27]. The catalyst class is: 2. (4) Reactant: [OH:1][C:2]1[CH:3]=[C:4]([C:12]([O:14][CH3:15])=[O:13])[CH:5]=[C:6]([CH:11]=1)[C:7]([O:9][CH3:10])=[O:8].CS(O[CH2:21][CH2:22][CH2:23][N:24]([C:29]([O:31][C:32]([CH3:35])([CH3:34])[CH3:33])=[O:30])[CH2:25][CH:26]([CH3:28])[CH3:27])(=O)=O. Product: [C:32]([O:31][C:29]([N:24]([CH2:25][CH:26]([CH3:27])[CH3:28])[CH2:23][CH2:22][CH2:21][O:1][C:2]1[CH:11]=[C:6]([C:7]([O:9][CH3:10])=[O:8])[CH:5]=[C:4]([CH:3]=1)[C:12]([O:14][CH3:15])=[O:13])=[O:30])([CH3:34])([CH3:35])[CH3:33]. The catalyst class is: 23. (5) The catalyst class is: 8. Reactant: [Cl:1][C:2]1[S:6][C:5]([C:7](=O)[C:8]([C:13]2[CH:18]=[CH:17][N:16]=[C:15]([Cl:19])[CH:14]=2)=[CH:9][N:10](C)C)=[CH:4][CH:3]=1.O.[NH2:22]N. Product: [Cl:19][C:15]1[CH:14]=[C:13]([C:8]2[C:7]([C:5]3[S:6][C:2]([Cl:1])=[CH:3][CH:4]=3)=[N:22][NH:10][CH:9]=2)[CH:18]=[CH:17][N:16]=1.